From a dataset of Forward reaction prediction with 1.9M reactions from USPTO patents (1976-2016). Predict the product of the given reaction. (1) Given the reactants FC1C=C(C(N)=O)C2O[C:8]([C:10]3[CH:15]=[CH:14][C:13]([CH2:16][N:17]4[CH2:21][CH2:20][CH2:19][CH2:18]4)=[CH:12][CH:11]=3)=[CH:7]C=2C=1.C(C1C=CC(C=O)=CC=1)#C.[CH3:36][N:37]1CCNCC1, predict the reaction product. The product is: [C:8]([C:10]1[CH:11]=[CH:12][C:13]([CH2:16][N:17]2[CH2:18][CH2:19][N:37]([CH3:36])[CH2:20][CH2:21]2)=[CH:14][CH:15]=1)#[CH:7]. (2) Given the reactants [CH:1]([C:5]1[CH:6]=[CH:7][CH:8]=[CH:9][CH:10]=1)=[CH:2][CH2:3][CH3:4].C(=O)([O-])[OH:12].[Na+].ClC1C=CC=C(C(OO)=O)C=1, predict the reaction product. The product is: [CH2:2]([CH:3]1[CH2:4][O:12]1)[CH2:1][C:5]1[CH:10]=[CH:9][CH:8]=[CH:7][CH:6]=1. (3) Given the reactants [NH2:1][C:2]1[S:3][CH:4]=[C:5]([C:7]([O:9][CH2:10][CH3:11])=[O:8])[N:6]=1.N1C=CC=CC=1.[C:18](Cl)(=[O:22])[CH:19]([CH3:21])[CH3:20].C(=O)(O)O, predict the reaction product. The product is: [C:18]([NH:1][C:2]1[S:3][CH:4]=[C:5]([C:7]([O:9][CH2:10][CH3:11])=[O:8])[N:6]=1)(=[O:22])[CH:19]([CH3:21])[CH3:20]. (4) Given the reactants NC1C=CC(C#N)=CN=1.[C:10]([C:12]1[C:13](OCCOC)=[CH:14][C:15]([NH:18][C:19](=[O:27])[O:20][C:21]2[CH:26]=[CH:25][CH:24]=[CH:23][CH:22]=2)=[N:16][CH:17]=1)#[N:11], predict the reaction product. The product is: [C:10]([C:12]1[CH:13]=[CH:14][C:15]([NH:18][C:19](=[O:27])[O:20][C:21]2[CH:22]=[CH:23][CH:24]=[CH:25][CH:26]=2)=[N:16][CH:17]=1)#[N:11]. (5) Given the reactants [N+:1]([C:4]1[CH:5]=[C:6]([CH:12]=[CH:13][C:14]=1[N:15]1[CH2:20][CH2:19][S:18][CH2:17][C:16]1=O)[C:7]([O:9][CH2:10][CH3:11])=[O:8])([O-])=O.O.Cl, predict the reaction product. The product is: [CH2:19]1[C:20]2[N:15]([C:14]3[C:4]([N:1]=2)=[CH:5][C:6]([C:7]([O:9][CH2:10][CH3:11])=[O:8])=[CH:12][CH:13]=3)[CH2:16][CH2:17][S:18]1. (6) Given the reactants [OH:1][CH2:2][CH2:3][O:4][C:5]1[C:9]([C:10]2[CH:15]=[CH:14][C:13]([CH3:16])=[CH:12][CH:11]=2)=[C:8]([NH:17][S:18]([C:21]2[CH:26]=[CH:25][C:24]([C:27]([CH2:30][CH3:31])([CH3:29])[CH3:28])=[CH:23][CH:22]=2)(=[O:20])=[O:19])[N:7]([CH3:32])[N:6]=1.[H-].[Na+].CC(N(C)C)=O.[Br:41][C:42]1[CH:43]=[N:44][C:45](Cl)=[N:46][CH:47]=1, predict the reaction product. The product is: [Br:41][C:42]1[CH:43]=[N:44][C:45]([O:1][CH2:2][CH2:3][O:4][C:5]2[C:9]([C:10]3[CH:15]=[CH:14][C:13]([CH3:16])=[CH:12][CH:11]=3)=[C:8]([NH:17][S:18]([C:21]3[CH:22]=[CH:23][C:24]([C:27]([CH2:30][CH3:31])([CH3:28])[CH3:29])=[CH:25][CH:26]=3)(=[O:19])=[O:20])[N:7]([CH3:32])[N:6]=2)=[N:46][CH:47]=1. (7) Given the reactants [CH:1]1([C:7]([N:9]2[CH2:14][CH2:13][CH:12]([NH:15][C:16]3[CH:17]=[C:18]4[C:22](=[CH:23][CH:24]=3)[NH:21][N:20]=[CH:19]4)[CH2:11][CH2:10]2)=O)[CH2:6][CH2:5][CH2:4][CH2:3][CH2:2]1.[H-].[Al+3].[Li+].[H-].[H-].[H-].O.[OH-].[Na+], predict the reaction product. The product is: [CH:1]1([CH2:7][N:9]2[CH2:14][CH2:13][CH:12]([NH:15][C:16]3[CH:17]=[C:18]4[C:22](=[CH:23][CH:24]=3)[NH:21][N:20]=[CH:19]4)[CH2:11][CH2:10]2)[CH2:2][CH2:3][CH2:4][CH2:5][CH2:6]1. (8) Given the reactants CC1C=CC(S(O[CH2:12][CH2:13][C@@H:14]2[CH2:16][C@@H:15]2[CH:17]2[CH2:22][CH2:21][N:20]([C:23]3[N:28]=[CH:27][C:26]([Cl:29])=[CH:25][N:24]=3)[CH2:19][CH2:18]2)(=O)=O)=CC=1.[N+:30]([C:33]1[CH:34]=[CH:35][C:36]([NH:39][C:40](=[O:46])[O:41][C:42]([CH3:45])([CH3:44])[CH3:43])=[N:37][CH:38]=1)([O-])=O, predict the reaction product. The product is: [NH2:30][C:33]1[CH:34]=[CH:35][C:36]([N:39]([CH2:12][CH2:13][C@@H:14]2[CH2:16][C@@H:15]2[CH:17]2[CH2:18][CH2:19][N:20]([C:23]3[N:24]=[CH:25][C:26]([Cl:29])=[CH:27][N:28]=3)[CH2:21][CH2:22]2)[C:40](=[O:46])[O:41][C:42]([CH3:44])([CH3:43])[CH3:45])=[N:37][CH:38]=1.